Dataset: Full USPTO retrosynthesis dataset with 1.9M reactions from patents (1976-2016). Task: Predict the reactants needed to synthesize the given product. Given the product [ClH:1].[NH2:8][C:9]1([C:12]2[O:16][N:15]=[C:14]([CH:17]3[CH2:22][CH:21]([C:23]4[CH:28]=[CH:27][C:26]([C:29]([F:31])([F:32])[F:30])=[CH:25][CH:24]=4)[CH2:20][N:19]([C:33]([N:35]4[CH2:40][CH2:39][O:38][CH2:37][CH2:36]4)=[O:34])[CH2:18]3)[N:13]=2)[CH2:11][CH2:10]1, predict the reactants needed to synthesize it. The reactants are: [ClH:1].C(OC(=O)[NH:8][C:9]1([C:12]2[O:16][N:15]=[C:14]([CH:17]3[CH2:22][CH:21]([C:23]4[CH:28]=[CH:27][C:26]([C:29]([F:32])([F:31])[F:30])=[CH:25][CH:24]=4)[CH2:20][N:19]([C:33]([N:35]4[CH2:40][CH2:39][O:38][CH2:37][CH2:36]4)=[O:34])[CH2:18]3)[N:13]=2)[CH2:11][CH2:10]1)(C)(C)C.